This data is from Forward reaction prediction with 1.9M reactions from USPTO patents (1976-2016). The task is: Predict the product of the given reaction. (1) Given the reactants N[C:2]1[CH:3]=[C:4]([CH2:12][OH:13])[CH:5]=[C:6]([C:8]([F:11])([F:10])[F:9])[CH:7]=1.N(OC(C)(C)C)=O.C(Br)(Br)[Br:22], predict the reaction product. The product is: [Br:22][C:2]1[CH:3]=[C:4]([CH2:12][OH:13])[CH:5]=[C:6]([C:8]([F:11])([F:10])[F:9])[CH:7]=1. (2) Given the reactants [C:1]([O:5][C:6](=[O:10])[CH2:7][C:8]#[N:9])([CH3:4])([CH3:3])[CH3:2].[CH2:11]([O:13][CH:14](OCC)OCC)[CH3:12].C(OC(=O)C)(=O)C, predict the reaction product. The product is: [C:1]([O:5][C:6](=[O:10])[CH:7]([C:8]#[N:9])[CH2:14][O:13][CH2:11][CH3:12])([CH3:4])([CH3:3])[CH3:2]. (3) Given the reactants [CH2:1]([O:3][C:4]1[CH:9]=[CH:8][C:7]([C:10]2[CH:11]=[C:12]3[C:16](=[CH:17][CH:18]=2)[C:15](=[O:19])[O:14][CH2:13]3)=[C:6]([OH:20])[C:5]=1[O:21][CH3:22])[CH3:2].C(=O)([O-])[O-].[K+].[K+].Br[CH2:30][C:31]([CH3:35])([CH3:34])[CH2:32][OH:33], predict the reaction product. The product is: [CH2:1]([O:3][C:4]1[CH:9]=[CH:8][C:7]([C:10]2[CH:11]=[C:12]3[C:16](=[CH:17][CH:18]=2)[C:15](=[O:19])[O:14][CH2:13]3)=[C:6]([O:20][CH2:30][C:31]([CH3:35])([CH3:34])[CH2:32][OH:33])[C:5]=1[O:21][CH3:22])[CH3:2]. (4) Given the reactants C([Si](C)(C)[O:6][C:7]([CH3:41])([CH3:40])[CH2:8][CH2:9][C:10]1[CH:15]=[C:14]([C:16]2[C:21]([CH2:22][CH3:23])=[CH:20][CH:19]=[CH:18][C:17]=2[CH2:24][CH3:25])[N:13]=[C:12]([CH3:26])[C:11]=1[CH2:27][N:28]([CH3:39])[C@@H:29]1[C:38]2[C:33](=[CH:34][CH:35]=[CH:36][CH:37]=2)[CH2:32][CH2:31][CH2:30]1)(C)(C)C.[F-].C([N+](CCCC)(CCCC)CCCC)CCC, predict the reaction product. The product is: [CH2:24]([C:17]1[CH:18]=[CH:19][CH:20]=[C:21]([CH2:22][CH3:23])[C:16]=1[C:14]1[N:13]=[C:12]([CH3:26])[C:11]([CH2:27][N:28]([CH3:39])[C@@H:29]2[C:38]3[C:33](=[CH:34][CH:35]=[CH:36][CH:37]=3)[CH2:32][CH2:31][CH2:30]2)=[C:10]([CH2:9][CH2:8][C:7]([CH3:40])([OH:6])[CH3:41])[CH:15]=1)[CH3:25]. (5) Given the reactants C1(SC2C3C=CC=CC=3SC=2I)C=CC=CC=1.[N+:18]([C:21]1[CH:26]=[CH:25][C:24]([S:27][C:28]2[C:29]3[CH:37]=[CH:36][CH:35]=[CH:34][C:30]=3[S:31][C:32]=2I)=[CH:23][CH:22]=1)([O-:20])=[O:19], predict the reaction product. The product is: [N+:18]([C:21]1[CH:26]=[CH:25][C:24]2[S:27][C:28]3[C:29]4[CH:37]=[CH:36][CH:35]=[CH:34][C:30]=4[S:31][C:32]=3[C:23]=2[CH:22]=1)([O-:20])=[O:19]. (6) Given the reactants C([Si](C)(C)[O:6][CH2:7][CH2:8][C:9]1[CH:14]=[CH:13][CH:12]=[C:11]([CH:15]2[CH2:18][O:17][CH2:16]2)[CH:10]=1)(C)(C)C.[F-].C([N+](CCCC)(CCCC)CCCC)CCC.C(=O)([O-])O.[Na+], predict the reaction product. The product is: [O:17]1[CH2:18][CH:15]([C:11]2[CH:10]=[C:9]([CH2:8][CH2:7][OH:6])[CH:14]=[CH:13][CH:12]=2)[CH2:16]1.